Dataset: Peptide-MHC class II binding affinity with 134,281 pairs from IEDB. Task: Regression. Given a peptide amino acid sequence and an MHC pseudo amino acid sequence, predict their binding affinity value. This is MHC class II binding data. (1) The peptide sequence is LIGFGLRTLWSPRER. The MHC is HLA-DQA10201-DQB10402 with pseudo-sequence HLA-DQA10201-DQB10402. The binding affinity (normalized) is 0.692. (2) The peptide sequence is GLKTRQEKWMTGRMG. The MHC is HLA-DQA10201-DQB10303 with pseudo-sequence HLA-DQA10201-DQB10303. The binding affinity (normalized) is 0.250.